Task: Predict the reactants needed to synthesize the given product.. Dataset: Retrosynthesis with 50K atom-mapped reactions and 10 reaction types from USPTO (1) The reactants are: CSc1ccc(N)c(C(=O)O)c1.O=CNCCN1CCC(Nc2nc3ccccc3n2Cc2ccc(F)cc2)CC1. Given the product CSc1ccc2ncn(CCN3CCC(Nc4nc5ccccc5n4Cc4ccc(F)cc4)CC3)c(=O)c2c1, predict the reactants needed to synthesize it. (2) Given the product CN1CC(n2nccc2-c2cc(-c3ccc(C(F)(F)F)cc3)ccc2Oc2cc(F)c(S(=O)(=O)Nc3nncs3)cc2Cl)C1, predict the reactants needed to synthesize it. The reactants are: C=O.O=S(=O)(Nc1nncs1)c1cc(Cl)c(Oc2ccc(-c3ccc(C(F)(F)F)cc3)cc2-c2ccnn2C2CNC2)cc1F. (3) Given the product CC(C)OC(=O)N1CCC(c2nc3ccc(-c4ccc(C(N)=O)c(F)c4)cc3o2)CC1, predict the reactants needed to synthesize it. The reactants are: CC(C)OC(=O)N1CCC(c2nc3ccc(B4OC(C)(C)C(C)(C)O4)cc3o2)CC1.NC(=O)c1ccc(Br)cc1F. (4) Given the product CC(=O)OCC(=O)N1C2CCC1CC(c1nsc(Nc3ncc(Sc4ccccn4)cc3Oc3cccnc3C)n1)C2, predict the reactants needed to synthesize it. The reactants are: CC(=O)OCC(=O)Cl.Cc1ncccc1Oc1cc(Sc2ccccn2)cnc1Nc1nc(C2CC3CCC(C2)N3)ns1. (5) The reactants are: Nc1ncnc2c1c(I)nn2C1CCC2(CC1)OCCO2. Given the product Nc1ncnc2c1c(I)nn2C1CCC(=O)CC1, predict the reactants needed to synthesize it.